From a dataset of Reaction yield outcomes from USPTO patents with 853,638 reactions. Predict the reaction yield, written as a fraction of the theoretical maximum amount of product (1.0 means a 100% yield; for example, 0.34 means a 34% yield). (1) The reactants are [Cl:1][C:2]1[C:7]([C:8]([F:11])([F:10])[F:9])=[CH:6][CH:5]=[C:4](Cl)[N:3]=1.[NH3:13]. No catalyst specified. The product is [Cl:1][C:2]1[N:3]=[C:4]([NH2:13])[CH:5]=[CH:6][C:7]=1[C:8]([F:11])([F:10])[F:9]. The yield is 0.460. (2) The reactants are C1(P(=[CH:20][C:21]([O:23][CH3:24])=[O:22])(C2C=CC=CC=2)C2C=CC=CC=2)C=CC=CC=1.O=[CH:26][C:27]1[CH:35]=[CH:34][C:32]([OH:33])=[C:29]([O:30][CH3:31])[CH:28]=1. The catalyst is C1(C)C=CC=CC=1. The product is [OH:33][C:32]1[CH:34]=[CH:35][C:27](/[CH:26]=[CH:20]/[C:21]([O:23][CH3:24])=[O:22])=[CH:28][C:29]=1[O:30][CH3:31]. The yield is 0.830. (3) The reactants are CO.C([O:5][C:6](=O)[C:7]1[CH:12]=[CH:11][CH:10]=[N:9][C:8]=1[S:13][CH2:14][C:15]([O:17][CH3:18])=[O:16])C.C[O-].[Na+].Cl. The catalyst is O. The product is [CH3:18][O:17][C:15]([C:14]1[S:13][C:8]2=[N:9][CH:10]=[CH:11][CH:12]=[C:7]2[C:6]=1[OH:5])=[O:16]. The yield is 0.960.